The task is: Regression. Given two drug SMILES strings and cell line genomic features, predict the synergy score measuring deviation from expected non-interaction effect.. This data is from NCI-60 drug combinations with 297,098 pairs across 59 cell lines. (1) Drug 1: CCCS(=O)(=O)NC1=C(C(=C(C=C1)F)C(=O)C2=CNC3=C2C=C(C=N3)C4=CC=C(C=C4)Cl)F. Drug 2: C1=CC=C(C(=C1)C(C2=CC=C(C=C2)Cl)C(Cl)Cl)Cl. Cell line: MDA-MB-435. Synergy scores: CSS=33.2, Synergy_ZIP=7.84, Synergy_Bliss=9.85, Synergy_Loewe=-15.4, Synergy_HSA=8.50. (2) Drug 1: C1=NC2=C(N=C(N=C2N1C3C(C(C(O3)CO)O)F)Cl)N. Drug 2: C1=CN(C=N1)CC(O)(P(=O)(O)O)P(=O)(O)O. Cell line: RPMI-8226. Synergy scores: CSS=-3.43, Synergy_ZIP=1.80, Synergy_Bliss=-0.809, Synergy_Loewe=-9.40, Synergy_HSA=-9.03. (3) Drug 1: CC12CCC3C(C1CCC2=O)CC(=C)C4=CC(=O)C=CC34C. Drug 2: C1=CC(=CC=C1CCCC(=O)O)N(CCCl)CCCl. Cell line: UACC62. Synergy scores: CSS=33.7, Synergy_ZIP=-6.89, Synergy_Bliss=-2.20, Synergy_Loewe=-1.20, Synergy_HSA=0.722. (4) Cell line: NCIH23. Drug 2: C1C(C(OC1N2C=C(C(=O)NC2=O)F)CO)O. Synergy scores: CSS=20.3, Synergy_ZIP=-0.0374, Synergy_Bliss=-0.123, Synergy_Loewe=-14.8, Synergy_HSA=2.04. Drug 1: CC1C(C(=O)NC(C(=O)N2CCCC2C(=O)N(CC(=O)N(C(C(=O)O1)C(C)C)C)C)C(C)C)NC(=O)C3=C4C(=C(C=C3)C)OC5=C(C(=O)C(=C(C5=N4)C(=O)NC6C(OC(=O)C(N(C(=O)CN(C(=O)C7CCCN7C(=O)C(NC6=O)C(C)C)C)C)C(C)C)C)N)C. (5) Cell line: MDA-MB-231. Drug 1: CCC1(CC2CC(C3=C(CCN(C2)C1)C4=CC=CC=C4N3)(C5=C(C=C6C(=C5)C78CCN9C7C(C=CC9)(C(C(C8N6C)(C(=O)OC)O)OC(=O)C)CC)OC)C(=O)OC)O.OS(=O)(=O)O. Synergy scores: CSS=1.11, Synergy_ZIP=0.0261, Synergy_Bliss=0.0321, Synergy_Loewe=1.33, Synergy_HSA=-0.227. Drug 2: C1=NNC2=C1C(=O)NC=N2. (6) Drug 1: COC1=CC(=CC(=C1O)OC)C2C3C(COC3=O)C(C4=CC5=C(C=C24)OCO5)OC6C(C(C7C(O6)COC(O7)C8=CC=CS8)O)O. Drug 2: C1=CN(C(=O)N=C1N)C2C(C(C(O2)CO)O)O.Cl. Synergy scores: CSS=17.5, Synergy_ZIP=-2.71, Synergy_Bliss=0.586, Synergy_Loewe=-0.698, Synergy_HSA=0.291. Cell line: UACC-257. (7) Drug 1: CC1OCC2C(O1)C(C(C(O2)OC3C4COC(=O)C4C(C5=CC6=C(C=C35)OCO6)C7=CC(=C(C(=C7)OC)O)OC)O)O. Drug 2: CC1=C(C=C(C=C1)NC(=O)C2=CC=C(C=C2)CN3CCN(CC3)C)NC4=NC=CC(=N4)C5=CN=CC=C5. Cell line: SF-268. Synergy scores: CSS=25.6, Synergy_ZIP=-0.641, Synergy_Bliss=3.04, Synergy_Loewe=-13.2, Synergy_HSA=1.43.